This data is from Forward reaction prediction with 1.9M reactions from USPTO patents (1976-2016). The task is: Predict the product of the given reaction. (1) Given the reactants C=O.[H-].[Na+].[F:5][C:6]1[CH:7]=[C:8]([CH:12]2[CH2:17][CH2:16][CH2:15][N:14]3[N:18]=[C:19](/[CH:21]=[CH:22]/[C:23]4[CH:28]=[CH:27][C:26]([N:29]5[CH:33]=[C:32]([CH3:34])[N:31]=[CH:30]5)=[C:25]([O:35][CH3:36])[CH:24]=4)[N:20]=[C:13]23)[CH:9]=[CH:10][CH:11]=1.O.[C:38](=O)(O)[O-:39].[Na+], predict the reaction product. The product is: [F:5][C:6]1[CH:7]=[C:8]([C:12]2([CH2:38][OH:39])[CH2:17][CH2:16][CH2:15][N:14]3[N:18]=[C:19](/[CH:21]=[CH:22]/[C:23]4[CH:28]=[CH:27][C:26]([N:29]5[CH:33]=[C:32]([CH3:34])[N:31]=[CH:30]5)=[C:25]([O:35][CH3:36])[CH:24]=4)[N:20]=[C:13]23)[CH:9]=[CH:10][CH:11]=1. (2) Given the reactants Cl[CH2:2][C:3]1[C:4]([S:9][CH:10]2[CH2:13][CH2:12][CH2:11]2)=[N:5][CH:6]=[CH:7][CH:8]=1.C([O:16][C:17](=[O:30])[CH:18]([CH3:29])[CH2:19][C:20]1[CH:25]=[C:24]([F:26])[C:23]([OH:27])=[C:22]([F:28])[CH:21]=1)C, predict the reaction product. The product is: [CH:10]1([S:9][C:4]2[C:3]([CH2:2][O:27][C:23]3[C:22]([F:28])=[CH:21][C:20]([CH2:19][CH:18]([CH3:29])[C:17]([OH:30])=[O:16])=[CH:25][C:24]=3[F:26])=[CH:8][CH:7]=[CH:6][N:5]=2)[CH2:13][CH2:12][CH2:11]1.